Binary Classification. Given a T-cell receptor sequence (or CDR3 region) and an epitope sequence, predict whether binding occurs between them. From a dataset of TCR-epitope binding with 47,182 pairs between 192 epitopes and 23,139 TCRs. (1) The epitope is AYAQKIFKI. The TCR CDR3 sequence is CASSNLAGGPYEQYF. Result: 0 (the TCR does not bind to the epitope). (2) The epitope is KPLEFGATSAAL. Result: 0 (the TCR does not bind to the epitope). The TCR CDR3 sequence is CASSYGDMAYNEQFF. (3) The epitope is KPLEFGATSAAL. The TCR CDR3 sequence is CASSIRGLAAEQFF. Result: 1 (the TCR binds to the epitope). (4) The epitope is FLKEKGGL. The TCR CDR3 sequence is CASSALRDWGVYEQYF. Result: 0 (the TCR does not bind to the epitope). (5) The epitope is KAFSPEVIPMF. The TCR CDR3 sequence is CASSQRVRAGIGDTQYF. Result: 0 (the TCR does not bind to the epitope). (6) The epitope is WICLLQFAY. The TCR CDR3 sequence is CASSLDSSYEQYF. Result: 0 (the TCR does not bind to the epitope). (7) The epitope is SEISMDNSPNL. The TCR CDR3 sequence is CSVTGQGTGELFF. Result: 1 (the TCR binds to the epitope).